Dataset: Catalyst prediction with 721,799 reactions and 888 catalyst types from USPTO. Task: Predict which catalyst facilitates the given reaction. (1) Reactant: [Br:1][C:2]1[CH:3]=[C:4]2[C:9](=[CH:10][CH:11]=1)[C:8](Cl)=[N:7][N:6]=[CH:5]2.[NH3:13]. Product: [Br:1][C:2]1[CH:3]=[C:4]2[C:9](=[CH:10][CH:11]=1)[C:8]([NH2:13])=[N:7][N:6]=[CH:5]2. The catalyst class is: 196. (2) Reactant: Cl.C([O:5][C@H:6]([CH2:21][NH:22][C:23]([C:26]1[CH:31]=[CH:30][CH:29]=[C:28]([Br:32])[CH:27]=1)([CH3:25])[CH3:24])[C@@H:7]([NH:17][C:18](=[O:20])[CH3:19])[CH2:8][C:9]1[CH:14]=[C:13]([F:15])[CH:12]=[C:11]([F:16])[CH:10]=1)(=O)C.[OH-].[Na+]. Product: [Br:32][C:28]1[CH:27]=[C:26]([C:23]([NH:22][CH2:21][C@@H:6]([OH:5])[C@@H:7]([NH:17][C:18](=[O:20])[CH3:19])[CH2:8][C:9]2[CH:10]=[C:11]([F:16])[CH:12]=[C:13]([F:15])[CH:14]=2)([CH3:25])[CH3:24])[CH:31]=[CH:30][CH:29]=1. The catalyst class is: 5. (3) Reactant: [Br:1][C:2]1[N:7]=[CH:6][C:5]2[C:8]([CH:21]=O)=[CH:9][N:10]([S:11]([C:14]3[CH:19]=[CH:18][CH:17]=[C:16]([F:20])[CH:15]=3)(=[O:13])=[O:12])[C:4]=2[CH:3]=1.[C:23]([BH3-])#[N:24].[Na+].CN.O1CCCC1.C(=O)(O)[O-].[Na+]. Product: [Br:1][C:2]1[N:7]=[CH:6][C:5]2[C:8]([CH2:21][NH:24][CH3:23])=[CH:9][N:10]([S:11]([C:14]3[CH:19]=[CH:18][CH:17]=[C:16]([F:20])[CH:15]=3)(=[O:13])=[O:12])[C:4]=2[CH:3]=1. The catalyst class is: 5. (4) Reactant: Cl[C:2]1[CH:7]=[C:6]([NH:8][CH:9]2[CH2:11][CH2:10]2)[N:5]2[N:12]=[CH:13][C:14]([CH:15]=[O:16])=[C:4]2[N:3]=1.[N-:17]=[N+:18]=[N-:19].[Na+].O. Product: [N:17]([C:2]1[CH:7]=[C:6]([NH:8][CH:9]2[CH2:11][CH2:10]2)[N:5]2[N:12]=[CH:13][C:14]([CH:15]=[O:16])=[C:4]2[N:3]=1)=[N+:18]=[N-:19]. The catalyst class is: 9.